Dataset: NCI-60 drug combinations with 297,098 pairs across 59 cell lines. Task: Regression. Given two drug SMILES strings and cell line genomic features, predict the synergy score measuring deviation from expected non-interaction effect. Drug 1: C1=CN(C(=O)N=C1N)C2C(C(C(O2)CO)O)O.Cl. Drug 2: CC1CCCC2(C(O2)CC(NC(=O)CC(C(C(=O)C(C1O)C)(C)C)O)C(=CC3=CSC(=N3)C)C)C. Cell line: MALME-3M. Synergy scores: CSS=35.8, Synergy_ZIP=-17.1, Synergy_Bliss=-22.7, Synergy_Loewe=-17.2, Synergy_HSA=-15.1.